Dataset: Forward reaction prediction with 1.9M reactions from USPTO patents (1976-2016). Task: Predict the product of the given reaction. (1) Given the reactants CC1C=CC(S(O[CH2:12][CH:13]2[O:18][C:17]3[CH:19]=[C:20]([S:23]([CH3:26])(=[O:25])=[O:24])[CH:21]=[CH:22][C:16]=3[O:15][CH2:14]2)(=O)=O)=CC=1.[CH2:27]([NH2:30])[CH:28]=[CH2:29], predict the reaction product. The product is: [CH3:26][S:23]([C:20]1[CH:21]=[CH:22][C:16]2[O:15][CH2:14][CH:13]([CH2:12][NH:30][CH2:27][CH:28]=[CH2:29])[O:18][C:17]=2[CH:19]=1)(=[O:24])=[O:25]. (2) Given the reactants [Na].[CH2:2](O)C.[CH:5]1[C:18]2[CH:17]([C:19]([OH:21])=[O:20])[C:16]3[C:11](=[CH:12][CH:13]=[CH:14][CH:15]=3)[O:10][C:9]=2[CH:8]=[CH:7][CH:6]=1.CI, predict the reaction product. The product is: [CH3:2][O:20][C:19]([CH:17]1[C:18]2[CH:5]=[CH:6][CH:7]=[CH:8][C:9]=2[O:10][C:11]2[C:16]1=[CH:15][CH:14]=[CH:13][CH:12]=2)=[O:21]. (3) Given the reactants [CH2:1]([C:8]1[CH:9]=[N:10][C:11]2[C:16]([C:17]=1[C:18]1[CH:19]=[C:20]([NH2:24])[CH:21]=[CH:22][CH:23]=1)=[CH:15][CH:14]=[CH:13][C:12]=2[C:25]([F:28])([F:27])[F:26])[C:2]1[CH:7]=[CH:6][CH:5]=[CH:4][CH:3]=1.[CH3:29][C:30]1[CH:31]=[C:32]([CH:35]=[CH:36][CH:37]=1)[CH:33]=O, predict the reaction product. The product is: [CH2:1]([C:8]1[CH:9]=[N:10][C:11]2[C:16]([C:17]=1[C:18]1[CH:19]=[C:20]([NH:24][CH2:29][C:30]3[CH:37]=[CH:36][CH:35]=[C:32]([CH3:33])[CH:31]=3)[CH:21]=[CH:22][CH:23]=1)=[CH:15][CH:14]=[CH:13][C:12]=2[C:25]([F:28])([F:26])[F:27])[C:2]1[CH:3]=[CH:4][CH:5]=[CH:6][CH:7]=1.